This data is from Experimentally validated miRNA-target interactions with 360,000+ pairs, plus equal number of negative samples. The task is: Binary Classification. Given a miRNA mature sequence and a target amino acid sequence, predict their likelihood of interaction. The miRNA is hsa-miR-19b-1-5p with sequence AGUUUUGCAGGUUUGCAUCCAGC. The protein sequence of the target gene is MGHQESPLARAPAGGAAYVKRLCKGLSWREHVESHGSLGAQASPASAAAAEGSATRRARAATSRAARSRRQPGPGADHPQAGAPGGKRAARKWRCAGQVTIQGPAPPRPRAGRRDEAGGARAAPLLLPPPPAAMETGKDGARRGTQSPERKRRSPVPRAPSTKLRPAAAARAMDPVAAEAPGEAFLARRRPEGGGGSARPRYSLLAEIGRGSYGVVYEAVAGRSGARVAVKKIRCDAPENVELALAEFWALTSLKRRHQNVVQFEECVLQRNGLAQRMSHGNKSSQLYLRLVETSLKGER.... Result: 0 (no interaction).